Dataset: Catalyst prediction with 721,799 reactions and 888 catalyst types from USPTO. Task: Predict which catalyst facilitates the given reaction. (1) Reactant: Cl[CH2:2][C:3]1[N:7]2[CH:8]=[C:9]([N+:12]([O-:14])=[O:13])[CH:10]=[CH:11][C:6]2=[N:5][N:4]=1.[CH3:15][NH:16][CH3:17]. Product: [CH3:15][N:16]([CH3:17])[CH2:2][C:3]1[N:7]2[CH:8]=[C:9]([N+:12]([O-:14])=[O:13])[CH:10]=[CH:11][C:6]2=[N:5][N:4]=1. The catalyst class is: 8. (2) Reactant: Br[C:2]1[CH:3]=[CH:4][C:5]([O:8][CH2:9][C:10]2[C:11]([C:16]3[CH:21]=[CH:20][CH:19]=[CH:18][CH:17]=3)=[N:12][O:13][C:14]=2[CH3:15])=[N:6][CH:7]=1.C([Li])CCC.[O:27]1[CH2:30][C:29](=[O:31])[CH2:28]1.CO. Product: [CH3:15][C:14]1[O:13][N:12]=[C:11]([C:16]2[CH:21]=[CH:20][CH:19]=[CH:18][CH:17]=2)[C:10]=1[CH2:9][O:8][C:5]1[N:6]=[CH:7][C:2]([C:29]2([OH:31])[CH2:30][O:27][CH2:28]2)=[CH:3][CH:4]=1. The catalyst class is: 1. (3) Reactant: COC1C=CC(P2(=S)SP(=S)(C3C=CC(OC)=CC=3)[S:10]2)=CC=1.[C:23]([NH:26][NH:27][C:28]([C:30]1[C:31]([NH:48][CH:49]([CH3:51])[CH3:50])=[N:32][C:33]([C:36]2[CH:41]=[CH:40][CH:39]=[C:38]([C:42]3[CH:43]=[N:44][N:45]([CH3:47])[CH:46]=3)[CH:37]=2)=[N:34][CH:35]=1)=O)(=O)[CH3:24]. Product: [CH:49]([NH:48][C:31]1[C:30]([C:28]2[S:10][C:23]([CH3:24])=[N:26][N:27]=2)=[CH:35][N:34]=[C:33]([C:36]2[CH:41]=[CH:40][CH:39]=[C:38]([C:42]3[CH:43]=[N:44][N:45]([CH3:47])[CH:46]=3)[CH:37]=2)[N:32]=1)([CH3:51])[CH3:50]. The catalyst class is: 56. (4) Reactant: [CH3:1][O:2][NH:3][CH:4]([CH3:15])[CH2:5][C:6]1[C:11]([Cl:12])=[CH:10][C:9]([Cl:13])=[CH:8][C:7]=1[Cl:14].C(N(CC)CC)C.[F:23][CH:24]([F:34])[C:25]1[C:29]([C:30](Cl)=[O:31])=[CH:28][N:27]([CH3:33])[N:26]=1. Product: [CH3:1][O:2][N:3]([CH:4]([CH3:15])[CH2:5][C:6]1[C:7]([Cl:14])=[CH:8][C:9]([Cl:13])=[CH:10][C:11]=1[Cl:12])[C:30]([C:29]1[C:25]([CH:24]([F:34])[F:23])=[N:26][N:27]([CH3:33])[CH:28]=1)=[O:31]. The catalyst class is: 46. (5) Reactant: [CH3:1][O:2][C:3](=[O:15])[CH2:4][N:5]1[C:9]2[CH:10]=[CH:11][CH:12]=[CH:13][C:8]=2[O:7][C:6]1=[O:14].[Cl:16][S:17](O)(=[O:19])=[O:18]. Product: [CH3:1][O:2][C:3](=[O:15])[CH2:4][N:5]1[C:9]2[CH:10]=[C:11]([S:17]([Cl:16])(=[O:19])=[O:18])[CH:12]=[CH:13][C:8]=2[O:7][C:6]1=[O:14]. The catalyst class is: 22. (6) Reactant: Cl.[NH2:2][C:3]1([CH2:9][NH:10][C:11]([C:13]2[C:14]([Cl:22])=[C:15]3[C:19](=[CH:20][CH:21]=2)[NH:18][CH:17]=[CH:16]3)=[O:12])[CH2:8][CH2:7][CH2:6][CH2:5][CH2:4]1.CCN(CC)CC.[C:30](Cl)(=[O:32])[CH3:31]. Product: [C:30]([NH:2][C:3]1([CH2:9][NH:10][C:11]([C:13]2[C:14]([Cl:22])=[C:15]3[C:19](=[CH:20][CH:21]=2)[NH:18][CH:17]=[CH:16]3)=[O:12])[CH2:4][CH2:5][CH2:6][CH2:7][CH2:8]1)(=[O:32])[CH3:31]. The catalyst class is: 2. (7) Reactant: C([O-])(=O)C.[Cs+].F[C:7](F)(F)[C:8]1[CH:13]=[CH:12][C:11](P([C:11]2[CH:12]=[CH:13][C:8]([C:7](F)(F)F)=[CH:9][CH:10]=2)[C:11]2[CH:12]=[CH:13][C:8]([C:7](F)(F)F)=[CH:9][CH:10]=2)=[CH:10][CH:9]=1.[N:37]1[CH:38]=[N:39][N:40]2[CH:45]=[C:44]([C:46]3[O:47][C:48]4([CH2:56][CH2:55][CH:54]([O:57][Si](C(C)(C)C)(C)C)[CH2:53][CH2:52]4)[C:49](=[O:51])[CH:50]=3)[CH:43]=[CH:42][C:41]=12.IC1C=C(C)C=CC=1. Product: [N:37]1[CH:38]=[N:39][N:40]2[CH:45]=[C:44]([C:46]3[O:47][C:48]4([CH2:56][CH2:55][CH:54]([OH:57])[CH2:53][CH2:52]4)[C:49](=[O:51])[C:50]=3[C:10]3[CH:9]=[C:8]([CH3:7])[CH:13]=[CH:12][CH:11]=3)[CH:43]=[CH:42][C:41]=12. The catalyst class is: 613. (8) Reactant: [Cl:1]N1C(=O)CCC1=O.[Br:9][C:10]1[CH:11]=[CH:12][C:13]([CH3:19])=[C:14]2[C:18]=1[NH:17][CH:16]=[CH:15]2.BrC1C=CC(C)=CC=1[N+]([O-])=O.[OH-].[Na+]. Product: [Br:9][C:10]1[CH:11]=[CH:12][C:13]([CH3:19])=[C:14]2[C:18]=1[NH:17][CH:16]=[C:15]2[Cl:1]. The catalyst class is: 10. (9) Reactant: [CH3:1][O:2][C:3]1[CH:8]=[CH:7][C:6]([C:9]2[S:10][CH:11]=[CH:12][CH:13]=2)=[CH:5][C:4]=1[C:14](=[O:24])[CH2:15][C:16]1[CH:23]=[CH:22][C:19]([C:20]#N)=[CH:18][CH:17]=1.CCO.[OH-:28].[K+].Cl.[OH2:31]. Product: [CH3:1][O:2][C:3]1[CH:8]=[CH:7][C:6]([C:9]2[S:10][CH:11]=[CH:12][CH:13]=2)=[CH:5][C:4]=1[C:14](=[O:24])[CH2:15][C:16]1[CH:23]=[CH:22][C:19]([C:20]([OH:31])=[O:28])=[CH:18][CH:17]=1. The catalyst class is: 25. (10) Reactant: [O:1]=[C:2]1[CH:6]2[CH2:7][N:8]([C:11]([O:13][C:14]([CH3:17])([CH3:16])[CH3:15])=[O:12])[CH2:9][CH2:10][N:5]2[CH2:4][CH2:3]1.[BH4-].[Na+]. Product: [OH:1][C@H:2]1[C@@H:6]2[CH2:7][N:8]([C:11]([O:13][C:14]([CH3:17])([CH3:16])[CH3:15])=[O:12])[CH2:9][CH2:10][N:5]2[CH2:4][CH2:3]1. The catalyst class is: 5.